Predict the reactants needed to synthesize the given product. From a dataset of Full USPTO retrosynthesis dataset with 1.9M reactions from patents (1976-2016). Given the product [F:11][C:9]1[CH:8]=[CH:7][C:5]2[N:6]([CH:23]([CH2:28][CH3:29])[C:24]([OH:26])=[O:25])[C:2](=[N:1][C:18](=[O:19])[C:15]3[CH:16]=[CH:17][C:12]([CH3:21])=[CH:13][CH:14]=3)[S:3][C:4]=2[CH:10]=1, predict the reactants needed to synthesize it. The reactants are: [NH2:1][C:2]1[S:3][C:4]2[CH:10]=[C:9]([F:11])[CH:8]=[CH:7][C:5]=2[N:6]=1.[C:12]1([CH3:21])[CH:17]=[CH:16][C:15]([C:18](Cl)=[O:19])=[CH:14][CH:13]=1.Br[CH:23]([CH2:28][CH3:29])[C:24]([O:26]C)=[O:25].NC1SC2C=CC=CC=2N=1.C(Cl)(=O)C1C=CC=CC=1.BrCC(OCC)=O.